From a dataset of Forward reaction prediction with 1.9M reactions from USPTO patents (1976-2016). Predict the product of the given reaction. (1) Given the reactants C([O:8][C:9]1[CH:10]=[N:11][C:12]([C:15]2[CH:20]=[CH:19][C:18]([O:21][CH2:22][CH2:23][CH2:24][CH2:25][Si:26]([CH3:49])([CH3:48])[CH2:27][CH2:28][C:29]([F:47])([F:46])[C:30]([F:45])([F:44])[C:31]([F:43])([F:42])[C:32]([F:41])([F:40])[C:33]([F:39])([F:38])[C:34]([F:37])([F:36])[F:35])=[CH:17][CH:16]=2)=[N:13][CH:14]=1)C1C=CC=CC=1, predict the reaction product. The product is: [CH3:49][Si:26]([CH3:48])([CH2:27][CH2:28][C:29]([F:47])([F:46])[C:30]([F:44])([F:45])[C:31]([F:42])([F:43])[C:32]([F:40])([F:41])[C:33]([F:38])([F:39])[C:34]([F:35])([F:36])[F:37])[CH2:25][CH2:24][CH2:23][CH2:22][O:21][C:18]1[CH:19]=[CH:20][C:15]([C:12]2[N:11]=[CH:10][C:9]([OH:8])=[CH:14][N:13]=2)=[CH:16][CH:17]=1. (2) Given the reactants [NH2:1][C:2]1[CH:3]=[C:4]([C:10](=[O:12])[CH3:11])[CH:5]=[CH:6][C:7]=1[NH:8][CH3:9].[NH2:13][C:14]1[S:15][C:16]2[CH:22]=[C:21]([O:23][C:24]([F:27])([F:26])[F:25])[CH:20]=[CH:19][C:17]=2[N:18]=1.[C:28](N1C=CN=C1)(N1C=CN=C1)=S, predict the reaction product. The product is: [CH3:9][N:8]1[C:7]2[CH:6]=[CH:5][C:4]([C:10](=[O:12])[CH3:11])=[CH:3][C:2]=2[N:1]=[C:28]1[NH:13][C:14]1[S:15][C:16]2[CH:22]=[C:21]([O:23][C:24]([F:27])([F:25])[F:26])[CH:20]=[CH:19][C:17]=2[N:18]=1. (3) Given the reactants [CH3:1][C:2]1[N:12]([CH:13]([C:15]2[CH:20]=[CH:19][CH:18]=[CH:17][CH:16]=2)[CH3:14])[C:5]2[C:6](=[O:11])[N:7]([CH3:10])[CH:8]=[CH:9][C:4]=2[C:3]=1[C:21](O)=[O:22].N[CH2:25][C:26]1[CH:31]=[C:30]([CH3:32])[NH:29][C:28](=[O:33])[C:27]=1[CH3:34].C[N:36](C(ON1N=NC2C=CC=NC1=2)=[N+](C)C)C.F[P-](F)(F)(F)(F)F.C(N(CC)CC)C, predict the reaction product. The product is: [CH3:25][C:26]1[CH:31]=[C:30]([CH3:32])[NH:29][C:28](=[O:33])[C:27]=1[CH2:34][NH:36][C:21]([C:3]1[C:4]2[CH:9]=[CH:8][N:7]([CH3:10])[C:6](=[O:11])[C:5]=2[N:12]([CH:13]([C:15]2[CH:16]=[CH:17][CH:18]=[CH:19][CH:20]=2)[CH3:14])[C:2]=1[CH3:1])=[O:22]. (4) Given the reactants [C:1]([O:5][C:6]([N:8]1[C@@H:12]([CH2:13][CH2:14][C:15]2[CH:20]=[CH:19][C:18]([NH2:21])=[CH:17][CH:16]=2)[CH2:11][O:10][C:9]1([CH3:23])[CH3:22])=[O:7])([CH3:4])([CH3:3])[CH3:2].Br[C:25]1[CH:30]=[CH:29][C:28]([Cl:31])=[CH:27][CH:26]=1.C(=O)([O-])[O-].[Cs+].[Cs+], predict the reaction product. The product is: [C:1]([O:5][C:6]([N:8]1[C@@H:12]([CH2:13][CH2:14][C:15]2[CH:16]=[CH:17][C:18]([NH:21][C:25]3[CH:30]=[CH:29][C:28]([Cl:31])=[CH:27][CH:26]=3)=[CH:19][CH:20]=2)[CH2:11][O:10][C:9]1([CH3:23])[CH3:22])=[O:7])([CH3:4])([CH3:2])[CH3:3]. (5) Given the reactants Cl[C:2]1[CH:7]=[C:6]([CH3:8])[N:5]=[C:4]([C:9]2[CH:14]=[CH:13][CH:12]=[CH:11][N:10]=2)[N:3]=1.[F:15][C:16]1[CH:22]=[CH:21][C:19]([NH2:20])=[CH:18][C:17]=1[O:23][CH3:24], predict the reaction product. The product is: [F:15][C:16]1[CH:22]=[CH:21][C:19]([NH:20][C:2]2[CH:7]=[C:6]([CH3:8])[N:5]=[C:4]([C:9]3[CH:14]=[CH:13][CH:12]=[CH:11][N:10]=3)[N:3]=2)=[CH:18][C:17]=1[O:23][CH3:24]. (6) Given the reactants [S:1]1[C:5]2[CH2:6][CH2:7][CH2:8][C:4]=2[N:3]=[C:2]1[NH2:9].[CH3:10][C:11]1([CH3:19])[C:13]([CH3:15])([CH3:14])[CH:12]1[C:16](O)=[O:17].C(N(CC)CC)C, predict the reaction product. The product is: [S:1]1[C:5]2[CH2:6][CH2:7][CH2:8][C:4]=2[N:3]=[C:2]1[NH:9][C:16]([CH:12]1[C:13]([CH3:15])([CH3:14])[C:11]1([CH3:19])[CH3:10])=[O:17].